This data is from Reaction yield outcomes from USPTO patents with 853,638 reactions. The task is: Predict the reaction yield, written as a fraction of the theoretical maximum amount of product (1.0 means a 100% yield; for example, 0.34 means a 34% yield). (1) The catalyst is C1C=CC([P]([Pd]([P](C2C=CC=CC=2)(C2C=CC=CC=2)C2C=CC=CC=2)([P](C2C=CC=CC=2)(C2C=CC=CC=2)C2C=CC=CC=2)[P](C2C=CC=CC=2)(C2C=CC=CC=2)C2C=CC=CC=2)(C2C=CC=CC=2)C2C=CC=CC=2)=CC=1. The reactants are Br[C:2]1[C:11]2[C:6](=[CH:7][CH:8]=[C:9]([O:12][CH3:13])[CH:10]=2)[C:5](=[O:14])[N:4]([C:15]2[CH:20]=[CH:19][C:18]([C:21]([F:24])([F:23])[F:22])=[CH:17][CH:16]=2)[CH:3]=1.C(=O)([O-])[O-].[K+].[K+].[F:31][C:32]([F:43])([F:42])[C:33]1[CH:38]=[CH:37][C:36](B(O)O)=[CH:35][CH:34]=1. The product is [CH3:13][O:12][C:9]1[CH:10]=[C:11]2[C:6](=[CH:7][CH:8]=1)[C:5](=[O:14])[N:4]([C:15]1[CH:16]=[CH:17][C:18]([C:21]([F:24])([F:23])[F:22])=[CH:19][CH:20]=1)[CH:3]=[C:2]2[C:36]1[CH:37]=[CH:38][C:33]([C:32]([F:43])([F:42])[F:31])=[CH:34][CH:35]=1. The yield is 0.839. (2) The reactants are [NH2:1][CH2:2][C:3]1[CH:8]=[N:7][C:6]2[N:9]([CH2:12][O:13][CH2:14][CH2:15][Si:16]([CH3:19])([CH3:18])[CH3:17])[CH:10]=[CH:11][C:5]=2[C:4]=1[NH:20][CH:21]1[CH2:26][CH2:25][CH2:24][CH2:23][CH2:22]1.[C:27](N1C=CN=C1)(N1C=CN=C1)=[O:28]. The catalyst is ClCCl. The product is [CH:21]1([N:20]2[C:4]3[C:5]4[CH:11]=[CH:10][N:9]([CH2:12][O:13][CH2:14][CH2:15][Si:16]([CH3:19])([CH3:17])[CH3:18])[C:6]=4[N:7]=[CH:8][C:3]=3[CH2:2][NH:1][C:27]2=[O:28])[CH2:26][CH2:25][CH2:24][CH2:23][CH2:22]1. The yield is 0.690.